Dataset: Forward reaction prediction with 1.9M reactions from USPTO patents (1976-2016). Task: Predict the product of the given reaction. (1) Given the reactants [OH:1][C:2]1[C:11]2[C:6](=[N:7][CH:8]=[CH:9][CH:10]=2)[N:5]([CH2:12][CH2:13][CH:14]([CH3:16])[CH3:15])[C:4](=[O:17])[C:3]=1[C:18]1[NH:23][C:22]2[CH:24]=[CH:25][C:26]([NH:28][S:29]([C:32]3[CH:37]=[CH:36][CH:35]=[CH:34][C:33]=3[N+:38]([O-])=O)(=[O:31])=[O:30])=[CH:27][C:21]=2[S:20](=[O:42])(=[O:41])[N:19]=1.[NH4+].[Cl-], predict the reaction product. The product is: [NH2:38][C:33]1[CH:34]=[CH:35][CH:36]=[CH:37][C:32]=1[S:29]([NH:28][C:26]1[CH:25]=[CH:24][C:22]2[NH:23][C:18]([C:3]3[C:4](=[O:17])[N:5]([CH2:12][CH2:13][CH:14]([CH3:16])[CH3:15])[C:6]4[C:11]([C:2]=3[OH:1])=[CH:10][CH:9]=[CH:8][N:7]=4)=[N:19][S:20](=[O:42])(=[O:41])[C:21]=2[CH:27]=1)(=[O:31])=[O:30]. (2) Given the reactants [NH2:1][C:2]1[CH:7]=[CH:6][C:5]([C:8](=[O:29])[CH:9]=[CH:10][C:11]2[S:15][C:14]([C:16]3[CH:21]=[CH:20][C:19]([C:22]([F:25])([F:24])[F:23])=[CH:18][CH:17]=3)=[N:13][C:12]=2[CH:26]([CH3:28])[CH3:27])=[CH:4][CH:3]=1.[CH:30]1[CH:35]=[C:34]([N+:36]([O-:38])=[O:37])[C:33]([S:39](Cl)(=[O:41])=[O:40])=[CH:32][CH:31]=1.O, predict the reaction product. The product is: [CH:26]([C:12]1[N:13]=[C:14]([C:16]2[CH:21]=[CH:20][C:19]([C:22]([F:25])([F:24])[F:23])=[CH:18][CH:17]=2)[S:15][C:11]=1[CH2:10][CH2:9][C:8]([C:5]1[CH:6]=[CH:7][C:2]([NH:1][S:39]([C:33]2[CH:32]=[CH:31][CH:30]=[CH:35][C:34]=2[N+:36]([O-:38])=[O:37])(=[O:40])=[O:41])=[CH:3][CH:4]=1)=[O:29])([CH3:27])[CH3:28]. (3) Given the reactants C([O:8][C:9]1[CH:14]=[CH:13][C:12]([C:15]2[C:20]([S:21]([CH3:24])(=[O:23])=[O:22])=[CH:19][CH:18]=[CH:17][C:16]=2[C:25]2[CH:30]=[CH:29][N:28]=[CH:27][CH:26]=2)=[CH:11][CH:10]=1)C1C=CC=CC=1, predict the reaction product. The product is: [CH3:24][S:21]([C:20]1[C:15]([C:12]2[CH:11]=[CH:10][C:9]([OH:8])=[CH:14][CH:13]=2)=[C:16]([C:25]2[CH:26]=[CH:27][N:28]=[CH:29][CH:30]=2)[CH:17]=[CH:18][CH:19]=1)(=[O:23])=[O:22]. (4) Given the reactants [N+:1]([C:4]1[CH:11]=[CH:10][C:7]([CH:8]=[O:9])=[CH:6][CH:5]=1)([O-:3])=[O:2].[C:12]1(=[O:18])[CH2:17][CH2:16][CH2:15][CH2:14][CH2:13]1.C(Cl)(Cl)Cl, predict the reaction product. The product is: [OH:9][CH:8]([C:7]1[CH:6]=[CH:5][C:4]([N+:1]([O-:3])=[O:2])=[CH:11][CH:10]=1)[CH:13]1[CH2:14][CH2:15][CH2:16][CH2:17][C:12]1=[O:18]. (5) Given the reactants [F:1][C:2]([F:21])([F:20])[C:3]1[CH:8]=[CH:7][CH:6]=[CH:5][C:4]=1[C:9]1[C:17]2[O:16][CH:15]([CH2:18][NH2:19])[CH2:14][C:13]=2[CH:12]=[CH:11][CH:10]=1.C(N(C(C)C)CC)(C)C.Cl[C:32]([O:34][CH2:35][C:36]1[CH:41]=[CH:40][CH:39]=[CH:38][CH:37]=1)=[O:33].C1(C2C3OC(CNC(=O)OCC4C=CC=CC=4)CC=3C=CC=2)CCCC1, predict the reaction product. The product is: [CH2:35]([O:34][C:32](=[O:33])[NH:19][CH2:18][CH:15]1[CH2:14][C:13]2[CH:12]=[CH:11][CH:10]=[C:9]([C:4]3[CH:5]=[CH:6][CH:7]=[CH:8][C:3]=3[C:2]([F:20])([F:1])[F:21])[C:17]=2[O:16]1)[C:36]1[CH:41]=[CH:40][CH:39]=[CH:38][CH:37]=1. (6) Given the reactants [Br:1][C:2]1[CH:3]=[C:4]([CH2:14][C:15]#[N:16])[CH:5]=[CH:6][C:7]=1[CH2:8][N:9]1[CH2:13][CH2:12][CH2:11][CH2:10]1, predict the reaction product. The product is: [Br:1][C:2]1[CH:3]=[C:4]([CH2:14][CH2:15][NH2:16])[CH:5]=[CH:6][C:7]=1[CH2:8][N:9]1[CH2:10][CH2:11][CH2:12][CH2:13]1. (7) Given the reactants [F:1][C:2]([F:13])([F:12])[C:3]1[CH:8]=[CH:7][N:6]=[C:5]2[NH:9][CH:10]=[CH:11][C:4]=12.[H-].[Na+].[CH:16]([Si:19](Cl)([CH:23]([CH3:25])[CH3:24])[CH:20]([CH3:22])[CH3:21])([CH3:18])[CH3:17], predict the reaction product. The product is: [F:13][C:2]([F:12])([F:1])[C:3]1[CH:8]=[CH:7][N:6]=[C:5]2[N:9]([Si:19]([CH:23]([CH3:25])[CH3:24])([CH:20]([CH3:22])[CH3:21])[CH:16]([CH3:18])[CH3:17])[CH:10]=[CH:11][C:4]=12. (8) Given the reactants [Cl:1][C:2]1[CH:7]=[CH:6][CH:5]=[CH:4][C:3]=1[CH:8]1[NH:13][C:12]2[CH:14]=[CH:15][C:16](C(O)(C(F)(F)F)C(F)(F)F)=[CH:17][C:11]=2[S:10][CH2:9]1.NC1C=CC=CC=1S.BrC1C=CC=CC=1C(=O)CCl.[BH3-]C#N.[Na+], predict the reaction product. The product is: [Cl:1][C:2]1[CH:7]=[CH:6][CH:5]=[CH:4][C:3]=1[CH:8]1[NH:13][C:12]2[CH:14]=[CH:15][CH:16]=[CH:17][C:11]=2[S:10][CH2:9]1. (9) Given the reactants [S:1]1[CH:5]=[CH:4][CH:3]=[C:2]1[CH2:6][C:7]([OH:9])=O.C1C=NC2N(O)N=NC=2C=1.CCN(C(C)C)C(C)C.[CH3:29][O:30][C:31](=[O:48])[C:32]1[CH:37]=[CH:36][C:35]([NH:38][CH:39]2[CH2:44][CH2:43][CH2:42][CH2:41][CH:40]2[CH2:45][CH3:46])=[C:34]([NH2:47])[CH:33]=1, predict the reaction product. The product is: [CH3:29][O:30][C:31](=[O:48])[C:32]1[CH:37]=[CH:36][C:35]([NH:38][CH:39]2[CH2:44][CH2:43][CH2:42][CH2:41][CH:40]2[CH2:45][CH3:46])=[C:34]([NH:47][C:7](=[O:9])[CH2:6][C:2]2[S:1][CH:5]=[CH:4][CH:3]=2)[CH:33]=1.